From a dataset of Full USPTO retrosynthesis dataset with 1.9M reactions from patents (1976-2016). Predict the reactants needed to synthesize the given product. (1) The reactants are: [OH:1][CH2:2][CH2:3][C:4](=[O:6])[CH3:5].N1C=CC=CC=1.[C:13](Cl)(=[O:15])[CH3:14]. Given the product [C:13]([O:1][CH2:2][CH2:3][C:4](=[O:6])[CH3:5])(=[O:15])[CH3:14], predict the reactants needed to synthesize it. (2) Given the product [CH3:1][Si:2]([C:5]#[C:6][C:19]1([OH:22])[CH2:20][CH2:21][C:16]2([O:15][CH2:14][CH2:13][O:12]2)[CH2:17][CH2:18]1)([CH3:4])[CH3:3], predict the reactants needed to synthesize it. The reactants are: [CH3:1][Si:2]([C:5]#[CH:6])([CH3:4])[CH3:3].C([Li])CCC.[O:12]1[C:16]2([CH2:21][CH2:20][C:19](=[O:22])[CH2:18][CH2:17]2)[O:15][CH2:14][CH2:13]1. (3) Given the product [F:20][C:17]1([F:19])[O:16][C:15]2[CH:21]=[CH:22][C:12](/[CH:2]=[CH:1]/[C:3]3[CH:4]=[C:5]([CH:8]=[CH:9][CH:10]=3)[CH:6]=[O:7])=[CH:13][C:14]=2[O:18]1, predict the reactants needed to synthesize it. The reactants are: [CH:1]([C:3]1[CH:4]=[C:5]([CH:8]=[CH:9][CH:10]=1)[CH:6]=[O:7])=[CH2:2].Br[C:12]1[CH:22]=[CH:21][C:15]2[O:16][C:17]([F:20])([F:19])[O:18][C:14]=2[CH:13]=1.C([O-])([O-])=O.[K+].[K+]. (4) Given the product [CH3:73][O:74][C:75](=[O:86])[CH2:76][O:77][C:17]1[CH:18]=[CH:19][C:14]([CH2:13][N:12]2[C:11]3[CH:25]=[C:26]([F:30])[C:27]([F:29])=[CH:28][C:10]=3[N:9]=[C:8]2[C:5]2[CH:6]=[CH:7][C:2]([Cl:1])=[CH:3][C:4]=2[O:31][CH3:32])=[CH:15][CH:16]=1, predict the reactants needed to synthesize it. The reactants are: [Cl:1][C:2]1[CH:7]=[CH:6][C:5]([C:8]2[N:12]([CH2:13][C:14]3[CH:19]=[CH:18][C:17](CCC(O)=O)=[CH:16][CH:15]=3)[C:11]3[CH:25]=[C:26]([F:30])[C:27]([F:29])=[CH:28][C:10]=3[N:9]=2)=[C:4]([O:31][CH2:32]C2CCCC2)[CH:3]=1.ClC1C=CC(C2N(CC3C=C(C=CC=3)C(O)=O)C3C=C(F)C(F)=CC=3N=2)=C(OCC2CCCC2)C=1.[CH3:73][O:74][C:75](=[O:86])[CH2:76][O:77]C1C=CC(CBr)=CC=1. (5) Given the product [Cl:1][C:2]1[C:3]([C:18]#[N:19])=[C:4]2[N:9]([C:10]=1[C:11]1[CH:12]=[N:13][CH:14]=[CH:15][CH:16]=1)[CH2:8][CH2:7][CH2:6][CH:5]2[OH:17], predict the reactants needed to synthesize it. The reactants are: [Cl:1][C:2]1[C:3]([C:18]#[N:19])=[C:4]2[N:9]([C:10]=1[C:11]1[CH:12]=[N:13][CH:14]=[CH:15][CH:16]=1)[CH2:8][CH2:7][CH2:6][C:5]2=[O:17].[BH4-].[Na+]. (6) Given the product [F:1][C:2]1[CH:11]=[C:10]2[C:5]([C:6]([N:19]3[C:27]4[C:22](=[N:23][CH:24]=[C:25]([C:28]([NH2:29])=[O:32])[CH:26]=4)[C:21]([CH3:31])([CH3:30])[CH2:20]3)=[C:7]([CH3:18])[C:8]([C:12]3[CH:17]=[CH:16][CH:15]=[CH:14][N:13]=3)=[N:9]2)=[CH:4][CH:3]=1, predict the reactants needed to synthesize it. The reactants are: [F:1][C:2]1[CH:11]=[C:10]2[C:5]([C:6]([N:19]3[C:27]4[C:22](=[N:23][CH:24]=[C:25]([C:28]#[N:29])[CH:26]=4)[C:21]([CH3:31])([CH3:30])[CH2:20]3)=[C:7]([CH3:18])[C:8]([C:12]3[CH:17]=[CH:16][CH:15]=[CH:14][N:13]=3)=[N:9]2)=[CH:4][CH:3]=1.[OH-:32].[Na+]. (7) Given the product [ClH:4].[OH:5][C@H:6]1[CH2:10][CH2:9][NH:8][C@@H:7]1[C:11]([O:13][CH2:1][CH3:2])=[O:12], predict the reactants needed to synthesize it. The reactants are: [C:1]([Cl:4])(=O)[CH3:2].[OH:5][C@H:6]1[CH2:10][CH2:9][NH:8][C@@H:7]1[C:11]([OH:13])=[O:12].